From a dataset of Peptide-MHC class I binding affinity with 185,985 pairs from IEDB/IMGT. Regression. Given a peptide amino acid sequence and an MHC pseudo amino acid sequence, predict their binding affinity value. This is MHC class I binding data. The peptide sequence is TEGSVKGLT. The MHC is HLA-B18:01 with pseudo-sequence HLA-B18:01. The binding affinity (normalized) is 0.0638.